Dataset: Reaction yield outcomes from USPTO patents with 853,638 reactions. Task: Predict the reaction yield, written as a fraction of the theoretical maximum amount of product (1.0 means a 100% yield; for example, 0.34 means a 34% yield). (1) The reactants are [CH:1]([NH:4][C:5]1[C:6]([NH2:11])=[CH:7][CH:8]=[CH:9][CH:10]=1)([CH3:3])[CH3:2].Cl[C:13]1[C:14]2[CH:21]=[CH:20][S:19][C:15]=2[N:16]=[CH:17][N:18]=1. The catalyst is CC(O)C. The product is [CH:1]([NH:4][C:5]1[C:6]([NH:11][C:13]2[C:14]3[CH:21]=[CH:20][S:19][C:15]=3[N:16]=[CH:17][N:18]=2)=[CH:7][CH:8]=[CH:9][CH:10]=1)([CH3:3])[CH3:2]. The yield is 0.200. (2) The reactants are [C:1]([C:4]1[C:22](=[O:23])[C@@:8]2([CH3:24])[C:9]3[C:15]([OH:16])=[CH:14][C:13]([O:17][CH3:18])=[C:12]([C:19]([NH2:21])=[O:20])[C:10]=3[O:11][C:7]2=[CH:6][C:5]=1[OH:25])(=[O:3])[CH3:2].[Cl:26][C:27]1[CH:32]=[CH:31][C:30]([S:33]([NH:36][C:37]2[CH:42]=[C:41]([CH3:43])[C:40]([CH:44]=O)=[C:39]([CH3:46])[CH:38]=2)(=[O:35])=[O:34])=[CH:29][CH:28]=1.C([SiH](CC)CC)C.FC(F)(F)C(O)=O. The catalyst is C(#N)C. The product is [C:1]([C:4]1[C:22](=[O:23])[C@@:8]2([CH3:24])[C:9]3[C:15]([OH:16])=[CH:14][C:13]([O:17][CH3:18])=[C:12]([C:19]([NH:21][CH2:44][C:40]4[C:41]([CH3:43])=[CH:42][C:37]([NH:36][S:33]([C:30]5[CH:31]=[CH:32][C:27]([Cl:26])=[CH:28][CH:29]=5)(=[O:34])=[O:35])=[CH:38][C:39]=4[CH3:46])=[O:20])[C:10]=3[O:11][C:7]2=[CH:6][C:5]=1[OH:25])(=[O:3])[CH3:2]. The yield is 0.700. (3) The product is [CH3:8][C:6]1[C:5]([CH:9]([CH2:14][CH2:15][CH3:16])[C:10]([O:12][CH3:13])=[O:11])=[C:4]([C:17]2[CH:22]=[CH:21][C:20]([CH3:23])=[CH:19][CH:18]=2)[N:3]=[C:2]([C:24]2[CH:29]=[CH:28][CH:27]=[CH:26][CH:25]=2)[N:7]=1. The reactants are Cl[C:2]1[N:7]=[C:6]([CH3:8])[C:5]([CH:9]([CH2:14][CH2:15][CH3:16])[C:10]([O:12][CH3:13])=[O:11])=[C:4]([C:17]2[CH:22]=[CH:21][C:20]([CH3:23])=[CH:19][CH:18]=2)[N:3]=1.[C:24]1(B(O)O)[CH:29]=[CH:28][CH:27]=[CH:26][CH:25]=1.C(N(CC)C(C)C)(C)C. The yield is 0.890. The catalyst is COCCOC.O.[Pd].C1(P(C2C=CC=CC=2)C2C=CC=CC=2)C=CC=CC=1.C1(P(C2C=CC=CC=2)C2C=CC=CC=2)C=CC=CC=1.C1(P(C2C=CC=CC=2)C2C=CC=CC=2)C=CC=CC=1.C1(P(C2C=CC=CC=2)C2C=CC=CC=2)C=CC=CC=1. (4) The reactants are C[O:2][C:3](=O)[C@@H:4]([NH:16][S:17]([C:20]1[CH:25]=[CH:24][C:23]([Cl:26])=[CH:22][CH:21]=1)(=[O:19])=[O:18])[CH:5]([CH2:11][C:12]([F:15])([F:14])[F:13])[CH2:6][C:7]([F:10])([F:9])[F:8].[Li+].[BH4-]. The catalyst is C1COCC1.CCOC(C)=O.CCCCCCC. The product is [Cl:26][C:23]1[CH:24]=[CH:25][C:20]([S:17]([NH:16][C@H:4]([CH2:3][OH:2])[CH:5]([CH2:6][C:7]([F:8])([F:9])[F:10])[CH2:11][C:12]([F:14])([F:13])[F:15])(=[O:18])=[O:19])=[CH:21][CH:22]=1. The yield is 0.720. (5) The reactants are F[P-](F)(F)(F)(F)F.N1(OC(N(C)C)=[N+](C)C)C2N=CC=CC=2N=N1.C([NH+](CC)CC)C.[N:32]1([CH2:41][C:42]([O-:44])=O)[C:36]2[CH:37]=[CH:38][CH:39]=[CH:40][C:35]=2[N:34]=[CH:33]1.CN1CCOCC1.[CH2:52]([NH2:59])[CH2:53][CH2:54][CH2:55][CH2:56][CH2:57][CH3:58]. The catalyst is C(#N)C. The product is [N:32]1([CH2:41][C:42]([NH:59][CH2:52][CH2:53][CH2:54][CH2:55][CH2:56][CH2:57][CH3:58])=[O:44])[C:36]2[CH:37]=[CH:38][CH:39]=[CH:40][C:35]=2[N:34]=[CH:33]1. The yield is 0.800. (6) The reactants are [C:1]([O:5][C:6](=[O:22])[NH:7][CH2:8][CH2:9][C:10]1[C:18]2[C:13](=[CH:14][C:15]([N+:19]([O-])=O)=[CH:16][CH:17]=2)[NH:12][CH:11]=1)([CH3:4])([CH3:3])[CH3:2]. The catalyst is CCO.[Ni]. The product is [C:1]([O:5][C:6](=[O:22])[NH:7][CH2:8][CH2:9][C:10]1[C:18]2[C:13](=[CH:14][C:15]([NH2:19])=[CH:16][CH:17]=2)[NH:12][CH:11]=1)([CH3:4])([CH3:2])[CH3:3]. The yield is 0.670. (7) The reactants are [Cl:1][C:2]1[CH:3]=[C:4]([C:9]2[N:14]3[N:15]=[C:16]([NH:18][C:19]4[CH:28]=[CH:27][C:22]([C:23]([NH:25][CH3:26])=[O:24])=[CH:21][CH:20]=4)[N:17]=[C:13]3[CH:12]=[CH:11][CH:10]=2)[CH:5]=[C:6]([OH:8])[CH:7]=1.C(N(CC)CC)C.[F:36][C:37]([F:50])([F:49])[S:38](O[S:38]([C:37]([F:50])([F:49])[F:36])(=[O:40])=[O:39])(=[O:40])=[O:39]. The catalyst is O1CCCC1. The product is [F:36][C:37]([F:50])([F:49])[S:38]([O:8][C:6]1[CH:5]=[C:4]([C:9]2[N:14]3[N:15]=[C:16]([NH:18][C:19]4[CH:20]=[CH:21][C:22]([C:23](=[O:24])[NH:25][CH3:26])=[CH:27][CH:28]=4)[N:17]=[C:13]3[CH:12]=[CH:11][CH:10]=2)[CH:3]=[C:2]([Cl:1])[CH:7]=1)(=[O:40])=[O:39]. The yield is 0.760.